This data is from TCR-epitope binding with 47,182 pairs between 192 epitopes and 23,139 TCRs. The task is: Binary Classification. Given a T-cell receptor sequence (or CDR3 region) and an epitope sequence, predict whether binding occurs between them. (1) The epitope is LLLGIGILV. The TCR CDR3 sequence is CASGPGYGNTIYF. Result: 1 (the TCR binds to the epitope). (2) The epitope is HPKVSSEVHI. The TCR CDR3 sequence is CASSLGPAAGYTF. Result: 1 (the TCR binds to the epitope).